Predict the product of the given reaction. From a dataset of Forward reaction prediction with 1.9M reactions from USPTO patents (1976-2016). (1) The product is: [CH2:4]([O:11][C:12]1[CH:13]=[CH:14][C:15]([C:18]2[NH:32][C:21]3=[N:22][CH:23]=[CH:24][C:25]([CH2:26][C:27]([OH:29])=[O:28])=[C:20]3[N:19]=2)=[CH:16][CH:17]=1)[C:5]1[CH:6]=[CH:7][CH:8]=[CH:9][CH:10]=1. Given the reactants O[Li].O.[CH2:4]([O:11][C:12]1[CH:17]=[CH:16][C:15]([C:18]2[NH:32][C:21]3=[N:22][CH:23]=[CH:24][C:25]([CH2:26][C:27]([O:29]CC)=[O:28])=[C:20]3[N:19]=2)=[CH:14][CH:13]=1)[C:5]1[CH:10]=[CH:9][CH:8]=[CH:7][CH:6]=1, predict the reaction product. (2) The product is: [N+:34]([C:23]1[CH:24]=[CH:25][C:26]([N:28]2[CH2:29][CH2:30][CH2:31][CH2:32][CH2:33]2)=[CH:27][C:22]=1[C:20]1[CH:21]=[C:16]([O:7][CH2:6][C:5]2[CH:8]=[CH:9][CH:10]=[C:3]([C:2]([F:11])([F:12])[F:1])[CH:4]=2)[N:17]=[CH:18][N:19]=1)([O-:36])=[O:35]. Given the reactants [F:1][C:2]([F:12])([F:11])[C:3]1[CH:4]=[C:5]([CH:8]=[CH:9][CH:10]=1)[CH2:6][OH:7].[H-].[Na+].Cl[C:16]1[CH:21]=[C:20]([C:22]2[CH:27]=[C:26]([N:28]3[CH2:33][CH2:32][CH2:31][CH2:30][CH2:29]3)[CH:25]=[CH:24][C:23]=2[N+:34]([O-:36])=[O:35])[N:19]=[CH:18][N:17]=1, predict the reaction product.